This data is from Full USPTO retrosynthesis dataset with 1.9M reactions from patents (1976-2016). The task is: Predict the reactants needed to synthesize the given product. (1) Given the product [CH2:20]([C:27]1[CH:32]=[C:31]([C:33]2[S:35][CH:2]=[C:3]([C:5]3[CH:10]=[CH:9][C:8]([NH:11][S:12]([C:15]([F:18])([F:17])[F:16])(=[O:14])=[O:13])=[CH:7][C:6]=3[Cl:19])[N:34]=2)[CH:30]=[CH:29][N:28]=1)[C:21]1[CH:22]=[CH:23][CH:24]=[CH:25][CH:26]=1, predict the reactants needed to synthesize it. The reactants are: Br[CH2:2][C:3]([C:5]1[CH:10]=[CH:9][C:8]([NH:11][S:12]([C:15]([F:18])([F:17])[F:16])(=[O:14])=[O:13])=[CH:7][C:6]=1[Cl:19])=O.[CH2:20]([C:27]1[CH:32]=[C:31]([C:33](=[S:35])[NH2:34])[CH:30]=[CH:29][N:28]=1)[C:21]1[CH:26]=[CH:25][CH:24]=[CH:23][CH:22]=1. (2) Given the product [Br:1][C:2]1[CH:7]=[CH:6][C:5]([S:8]([NH:38][C:34]([CH3:37])([CH3:36])[CH3:35])(=[O:10])=[O:9])=[C:4]([O:12][CH3:13])[CH:3]=1, predict the reactants needed to synthesize it. The reactants are: [Br:1][C:2]1[CH:7]=[CH:6][C:5]([S:8](Cl)(=[O:10])=[O:9])=[C:4]([O:12][CH3:13])[CH:3]=1.BrC1C=C(OC)C=CC=1S(Cl)(=O)=O.CCN(CC)CC.[C:34]([NH2:38])([CH3:37])([CH3:36])[CH3:35]. (3) Given the product [CH2:12]([O:11][CH:9]1[CH2:8][CH:5]1[C:4]([O-:14])=[O:3])[CH3:13].[Li+:16], predict the reactants needed to synthesize it. The reactants are: C([O:3][CH2:4][CH3:5])=C.[N+](=[CH:8][C:9]([O:11][CH2:12][CH3:13])=O)=[N-].[OH2:14].[OH-].[Li+:16]. (4) Given the product [N:3]1[CH:4]=[CH:5][CH:6]=[CH:7][C:2]=1[NH:1][C:9](=[O:10])[O:11][C:12]1[CH:13]=[CH:14][C:15]([N+:18]([O-:20])=[O:19])=[CH:16][CH:17]=1, predict the reactants needed to synthesize it. The reactants are: [NH2:1][C:2]1[CH:7]=[CH:6][CH:5]=[CH:4][N:3]=1.Cl[C:9]([O:11][C:12]1[CH:17]=[CH:16][C:15]([N+:18]([O-:20])=[O:19])=[CH:14][CH:13]=1)=[O:10].N1C=CC=CC=1. (5) The reactants are: Br[C:2]1[N:7]2[N:8]=[C:9]([NH2:11])[N:10]=[C:6]2[CH:5]=[CH:4][CH:3]=1.[CH3:12][O:13][C:14]1[CH:19]=[CH:18][C:17](B(O)O)=[CH:16][CH:15]=1.P([O-])([O-])([O-])=O.[K+].[K+].[K+].CC(N(C)C)=O. Given the product [CH3:12][O:13][C:14]1[CH:19]=[CH:18][C:17]([C:2]2[N:7]3[N:8]=[C:9]([NH2:11])[N:10]=[C:6]3[CH:5]=[CH:4][CH:3]=2)=[CH:16][CH:15]=1, predict the reactants needed to synthesize it. (6) Given the product [OH:2][CH2:3][C:4]1[CH:9]=[CH:8][C:7]([NH:10][C:11](=[O:34])[CH:12]([C:20]2[CH:25]=[CH:24][C:23]([S:26]([CH3:29])(=[O:28])=[O:27])=[C:22]([C:30]([F:32])([F:33])[F:31])[CH:21]=2)[CH2:13][CH:14]2[CH2:19][CH2:18][CH2:17][CH2:16][O:15]2)=[N:6][CH:5]=1, predict the reactants needed to synthesize it. The reactants are: C[O:2][C:3](=O)[C:4]1[CH:9]=[CH:8][C:7]([NH:10][C:11](=[O:34])[CH:12]([C:20]2[CH:25]=[CH:24][C:23]([S:26]([CH3:29])(=[O:28])=[O:27])=[C:22]([C:30]([F:33])([F:32])[F:31])[CH:21]=2)[CH2:13][CH:14]2[CH2:19][CH2:18][CH2:17][CH2:16][O:15]2)=[N:6][CH:5]=1.[H-].[Al+3].[Li+].[H-].[H-].[H-].